Dataset: Peptide-MHC class I binding affinity with 185,985 pairs from IEDB/IMGT. Task: Regression. Given a peptide amino acid sequence and an MHC pseudo amino acid sequence, predict their binding affinity value. This is MHC class I binding data. (1) The peptide sequence is FHGIFYSIF. The MHC is HLA-B08:02 with pseudo-sequence HLA-B08:02. The binding affinity (normalized) is 0.0847. (2) The peptide sequence is TRDHVNLVL. The MHC is HLA-B39:01 with pseudo-sequence HLA-B39:01. The binding affinity (normalized) is 0.646. (3) The peptide sequence is MQIIRDII. The MHC is Mamu-B03 with pseudo-sequence Mamu-B03. The binding affinity (normalized) is 0.0873. (4) The peptide sequence is IMFMLIFNVK. The MHC is HLA-A68:01 with pseudo-sequence HLA-A68:01. The binding affinity (normalized) is 0.546. (5) The peptide sequence is YIPVNPNL. The MHC is H-2-Kb with pseudo-sequence H-2-Kb. The binding affinity (normalized) is 0.0950. (6) The peptide sequence is VVQHENLKY. The MHC is HLA-A01:01 with pseudo-sequence HLA-A01:01. The binding affinity (normalized) is 0.359. (7) The peptide sequence is AYIAFPTSCHMFI. The MHC is HLA-A68:02 with pseudo-sequence HLA-A68:02. The binding affinity (normalized) is 0.516.